Predict the reaction yield, written as a fraction of the theoretical maximum amount of product (1.0 means a 100% yield; for example, 0.34 means a 34% yield). From a dataset of Reaction yield outcomes from USPTO patents with 853,638 reactions. The yield is 0.900. The reactants are [CH2:1]([O:8][CH2:9][CH:10]1[CH2:14][O:13]C(C)(C)[O:11]1)[C:2]1[CH:7]=[CH:6][CH:5]=[CH:4][CH:3]=1.Cl.C([O-])(O)=O.[Na+].O. The catalyst is CO.CCOC(C)=O. The product is [CH2:1]([O:8][CH2:9][CH:10]([OH:11])[CH2:14][OH:13])[C:2]1[CH:7]=[CH:6][CH:5]=[CH:4][CH:3]=1.